From a dataset of Full USPTO retrosynthesis dataset with 1.9M reactions from patents (1976-2016). Predict the reactants needed to synthesize the given product. Given the product [Cl:1][C:2]1[CH:7]=[CH:6][C:5]([C:26]2[CH:27]=[N:28][CH:29]=[CH:30][C:31]=2[C:32]([O:34][CH3:35])=[O:33])=[CH:4][C:3]=1[C:11]([NH:13][CH2:14][C:15]12[CH2:24][CH:19]3[CH2:20][CH:21]([CH2:23][CH:17]([CH2:18]3)[CH2:16]1)[CH2:22]2)=[O:12], predict the reactants needed to synthesize it. The reactants are: [Cl:1][C:2]1[CH:7]=[CH:6][C:5](B(O)O)=[CH:4][C:3]=1[C:11]([NH:13][CH2:14][C:15]12[CH2:24][CH:19]3[CH2:20][CH:21]([CH2:23][CH:17]([CH2:18]3)[CH2:16]1)[CH2:22]2)=[O:12].I[C:26]1[CH:27]=[N:28][CH:29]=[CH:30][C:31]=1[C:32]([O:34][CH3:35])=[O:33].C(=O)([O-])[O-].[K+].[K+].O1CCCC1.